This data is from Reaction yield outcomes from USPTO patents with 853,638 reactions. The task is: Predict the reaction yield, written as a fraction of the theoretical maximum amount of product (1.0 means a 100% yield; for example, 0.34 means a 34% yield). (1) The reactants are [C:1]([C:3]1[CH:4]=[C:5]([CH:9]([CH3:31])[C:10]([NH:12][CH2:13][C:14]2[C:15]([C:24]3[CH:25]=[C:26]([CH3:30])[CH:27]=[CH:28][CH:29]=3)=[N:16][C:17]([C:20]([F:23])([F:22])[F:21])=[CH:18][CH:19]=2)=[O:11])[CH:6]=[CH:7][CH:8]=1)#[N:2].[BH4-].[Na+]. The catalyst is C(O)C.C(OCC)(=O)C.[NiH6-5]Cl. The product is [NH2:2][CH2:1][C:3]1[CH:4]=[C:5]([CH:9]([CH3:31])[C:10]([NH:12][CH2:13][C:14]2[C:15]([C:24]3[CH:25]=[C:26]([CH3:30])[CH:27]=[CH:28][CH:29]=3)=[N:16][C:17]([C:20]([F:23])([F:21])[F:22])=[CH:18][CH:19]=2)=[O:11])[CH:6]=[CH:7][CH:8]=1. The yield is 0.600. (2) The reactants are [F:1][C:2]1[CH:7]=[CH:6][CH:5]=[C:4](F)[C:3]=1[N+:9]([O-:11])=[O:10].[NH3:12].CO. The catalyst is O. The product is [F:1][C:2]1[C:3]([N+:9]([O-:11])=[O:10])=[C:4]([CH:5]=[CH:6][CH:7]=1)[NH2:12]. The yield is 0.510. (3) The reactants are [OH:1][C:2]1[CH:12]=[CH:11][C:5]([CH:6]=[CH:7][C:8]([OH:10])=[O:9])=[CH:4][CH:3]=1.N1C=CN=C1.[Si:18](Cl)([C:21]([CH3:24])([CH3:23])[CH3:22])([CH3:20])[CH3:19]. The catalyst is CN(C)C=O. The product is [Si:18]([O:1][C:2]1[CH:3]=[CH:4][C:5](/[CH:6]=[CH:7]/[C:8]([OH:10])=[O:9])=[CH:11][CH:12]=1)([C:21]([CH3:24])([CH3:23])[CH3:22])([CH3:20])[CH3:19]. The yield is 0.580.